This data is from Full USPTO retrosynthesis dataset with 1.9M reactions from patents (1976-2016). The task is: Predict the reactants needed to synthesize the given product. (1) Given the product [OH:25][C:22]1[CH:21]=[CH:20][C:19]2[C:24]3=[C:4]4[C:5]([CH:6]=[CH:7][CH:8]=[C:3]4[C:2]([S:34]([O-:36])(=[O:35])=[O:33])=[CH:1][C:23]=13)=[CH:17][CH:18]=2.[Na+:30], predict the reactants needed to synthesize it. The reactants are: [CH:1]1[C:23]2=[C:24]3[C:4]4[C:5]([CH:17]=[CH:18][C:19]3=[C:20](S([O-])(=O)=O)[CH:21]=[C:22]2[OH:25])=[C:6](S([O-])(=O)=O)[CH:7]=[C:8](S([O-])(=O)=O)[C:3]=4[CH:2]=1.[Na+:30].[Na+].[Na+].[OH:33][S:34](O)(=[O:36])=[O:35]. (2) The reactants are: [CH2:1]1[C:9]2[C:8]3[CH:10]=[CH:11][CH:12]=[CH:13][C:7]=3[O:6][C:5]=2[CH2:4][CH2:3][CH:2]1[NH2:14].[C:15](OC(=O)C)(=[O:17])[CH3:16]. Given the product [CH:1]1[C:9]2[C:8]3[CH2:10][CH2:11][CH2:12][CH2:13][C:7]=3[O:6][C:5]=2[CH:4]=[CH:3][C:2]=1[NH:14][C:15](=[O:17])[CH3:16], predict the reactants needed to synthesize it. (3) Given the product [CH2:6]([O:8][C:9]([C:10]1[N:11]([CH3:12])[C:17]([CH2:18][CH3:19])=[C:20]([C:21]#[N:22])[C:23]=1[NH2:24])=[O:13])[CH3:7], predict the reactants needed to synthesize it. The reactants are: [O-]CC.[Na+].Cl.[CH2:6]([O:8][C:9](=[O:13])[CH2:10][NH:11][CH3:12])[CH3:7].C(O[C:17](=[C:20]([C:23]#[N:24])[C:21]#[N:22])[CH2:18][CH3:19])C.Cl. (4) Given the product [Cl:20][C:6]1[CH:5]=[N:4][CH:3]=[C:2]([Cl:1])[C:7]=1[S:8][C:9]1[S:13][C:12]([C:14]([NH:21][CH:22]2[CH2:27][CH2:26][CH:25]([OH:28])[CH2:24][CH2:23]2)=[O:16])=[CH:11][C:10]=1[N+:17]([O-:19])=[O:18], predict the reactants needed to synthesize it. The reactants are: [Cl:1][C:2]1[CH:3]=[N:4][CH:5]=[C:6]([Cl:20])[C:7]=1[S:8][C:9]1[S:13][C:12]([C:14]([OH:16])=O)=[CH:11][C:10]=1[N+:17]([O-:19])=[O:18].[NH2:21][C@H:22]1[CH2:27][CH2:26][C@H:25]([OH:28])[CH2:24][CH2:23]1. (5) Given the product [CH2:52]([CH:50]([CH3:51])[C:49]([N:31]1[CH2:30][C:29]2[C:33](=[CH:34][C:35]([C:36]([N:38]3[C@H:47]([CH3:48])[CH2:46][C:45]4[C:40](=[CH:41][CH:42]=[CH:43][CH:44]=4)[CH2:39]3)=[O:37])=[C:27]([C:20]3[N:21]4[C:26]([CH2:25][CH2:24][CH2:23][CH2:22]4)=[C:18]([C:16]([N:15]([C:12]4[CH:11]=[CH:10][C:9]([OH:8])=[CH:14][CH:13]=4)[CH3:60])=[O:17])[CH:19]=3)[CH:28]=2)[CH2:32]1)=[O:59])[C:53]1[CH:58]=[CH:57][CH:56]=[CH:55][CH:54]=1, predict the reactants needed to synthesize it. The reactants are: C([O:8][C:9]1[CH:14]=[CH:13][C:12]([N:15]([CH3:60])[C:16]([C:18]2[CH:19]=[C:20]([C:27]3[CH:28]=[C:29]4[C:33](=[CH:34][C:35]=3[C:36]([N:38]3[C@H:47]([CH3:48])[CH2:46][C:45]5[C:40](=[CH:41][CH:42]=[CH:43][CH:44]=5)[CH2:39]3)=[O:37])[CH2:32][N:31]([C:49](=[O:59])[CH:50]([CH2:52][C:53]3[CH:58]=[CH:57][CH:56]=[CH:55][CH:54]=3)[CH3:51])[CH2:30]4)[N:21]3[C:26]=2[CH2:25][CH2:24][CH2:23][CH2:22]3)=[O:17])=[CH:11][CH:10]=1)C1C=CC=CC=1.